Dataset: NCI-60 drug combinations with 297,098 pairs across 59 cell lines. Task: Regression. Given two drug SMILES strings and cell line genomic features, predict the synergy score measuring deviation from expected non-interaction effect. (1) Drug 1: CN1C2=C(C=C(C=C2)N(CCCl)CCCl)N=C1CCCC(=O)O.Cl. Drug 2: COC1=NC(=NC2=C1N=CN2C3C(C(C(O3)CO)O)O)N. Cell line: CCRF-CEM. Synergy scores: CSS=48.0, Synergy_ZIP=2.22, Synergy_Bliss=2.10, Synergy_Loewe=-24.6, Synergy_HSA=0.140. (2) Drug 1: CC12CCC(CC1=CCC3C2CCC4(C3CC=C4C5=CN=CC=C5)C)O. Drug 2: C(CC(=O)O)C(=O)CN.Cl. Cell line: SN12C. Synergy scores: CSS=-0.298, Synergy_ZIP=-3.72, Synergy_Bliss=-7.35, Synergy_Loewe=-8.05, Synergy_HSA=-7.78. (3) Drug 1: C1=NC2=C(N=C(N=C2N1C3C(C(C(O3)CO)O)F)Cl)N. Drug 2: C1=CC=C(C=C1)NC(=O)CCCCCCC(=O)NO. Cell line: RPMI-8226. Synergy scores: CSS=24.5, Synergy_ZIP=6.73, Synergy_Bliss=3.83, Synergy_Loewe=-10.1, Synergy_HSA=-4.32. (4) Drug 1: CC1=C(C(CCC1)(C)C)C=CC(=CC=CC(=CC(=O)O)C)C. Drug 2: CC1=C(C=C(C=C1)NC(=O)C2=CC=C(C=C2)CN3CCN(CC3)C)NC4=NC=CC(=N4)C5=CN=CC=C5. Cell line: MDA-MB-231. Synergy scores: CSS=7.34, Synergy_ZIP=-5.38, Synergy_Bliss=-5.90, Synergy_Loewe=-2.12, Synergy_HSA=-1.71. (5) Drug 1: CC(CN1CC(=O)NC(=O)C1)N2CC(=O)NC(=O)C2. Drug 2: C1=CC(=CC=C1CCCC(=O)O)N(CCCl)CCCl. Cell line: BT-549. Synergy scores: CSS=25.8, Synergy_ZIP=-7.16, Synergy_Bliss=2.39, Synergy_Loewe=1.19, Synergy_HSA=4.76. (6) Drug 1: CC1CCC2CC(C(=CC=CC=CC(CC(C(=O)C(C(C(=CC(C(=O)CC(OC(=O)C3CCCCN3C(=O)C(=O)C1(O2)O)C(C)CC4CCC(C(C4)OC)OCCO)C)C)O)OC)C)C)C)OC. Drug 2: C(CC(=O)O)C(=O)CN.Cl. Cell line: CCRF-CEM. Synergy scores: CSS=15.9, Synergy_ZIP=-4.61, Synergy_Bliss=3.32, Synergy_Loewe=-11.2, Synergy_HSA=-4.44.